From a dataset of Full USPTO retrosynthesis dataset with 1.9M reactions from patents (1976-2016). Predict the reactants needed to synthesize the given product. (1) Given the product [CH2:24]([O:23][C:19]([C:20]1[N:3]=[N:2][N:1]([CH2:4][C:5]2[CH:6]=[C:7]([C:15]([F:16])([F:17])[F:18])[CH:8]=[C:9]([C:11]([F:13])([F:14])[F:12])[CH:10]=2)[CH:21]=1)=[O:22])[CH3:25], predict the reactants needed to synthesize it. The reactants are: [N:1]([CH2:4][C:5]1[CH:10]=[C:9]([C:11]([F:14])([F:13])[F:12])[CH:8]=[C:7]([C:15]([F:18])([F:17])[F:16])[CH:6]=1)=[N+:2]=[N-:3].[C:19]([O:23][CH2:24][CH3:25])(=[O:22])[C:20]#[CH:21]. (2) Given the product [CH2:1]([N:8]1[C:16]2[C:11](=[CH:12][C:13]([NH:17][C:18]3[C:27]4[C:22](=[CH:23][C:24]([F:35])=[C:25]([C:28]5[O:32][C:31]([CH2:33][NH:42][CH2:41][CH2:40][S:37]([CH3:36])(=[O:39])=[O:38])=[CH:30][CH:29]=5)[CH:26]=4)[N:21]=[CH:20][N:19]=3)=[CH:14][CH:15]=2)[CH:10]=[N:9]1)[C:2]1[CH:7]=[CH:6][CH:5]=[CH:4][CH:3]=1, predict the reactants needed to synthesize it. The reactants are: [CH2:1]([N:8]1[C:16]2[C:11](=[CH:12][C:13]([NH:17][C:18]3[C:27]4[C:22](=[CH:23][C:24]([F:35])=[C:25]([C:28]5[O:32][C:31]([CH:33]=O)=[CH:30][CH:29]=5)[CH:26]=4)[N:21]=[CH:20][N:19]=3)=[CH:14][CH:15]=2)[CH:10]=[N:9]1)[C:2]1[CH:7]=[CH:6][CH:5]=[CH:4][CH:3]=1.[CH3:36][S:37]([CH2:40][CH2:41][NH2:42])(=[O:39])=[O:38]. (3) Given the product [Cl:18][C:17]1[C:12]2[C:11]([I:19])=[CH:10][N:9]([C@H:7]3[CH2:6][C@H:5]([CH2:3][OH:2])[CH2:8]3)[C:13]=2[N:14]=[CH:15][N:16]=1, predict the reactants needed to synthesize it. The reactants are: C[O:2][C:3]([C@H:5]1[CH2:8][C@H:7]([N:9]2[C:13]3[N:14]=[CH:15][N:16]=[C:17]([Cl:18])[C:12]=3[C:11]([I:19])=[CH:10]2)[CH2:6]1)=O.C(=O)=O.CC(C)=O.CC(C[AlH]CC(C)C)C. (4) Given the product [CH3:27][O:26][C:21]1[CH:20]=[C:19]2[C:24]([CH:25]=[C:16]([NH:15][C:14](=[O:29])[O:13][CH2:12][CH2:11][CH2:10][CH:7]3[CH2:8][CH2:9][C:4](=[O:3])[CH2:5][C:6]3=[O:30])[C:17](=[O:28])[O:18]2)=[CH:23][CH:22]=1, predict the reactants needed to synthesize it. The reactants are: C([O:3][C:4]1[CH2:9][CH2:8][CH:7]([CH2:10][CH2:11][CH2:12][O:13][C:14](=[O:29])[NH:15][C:16]2[C:17](=[O:28])[O:18][C:19]3[C:24]([CH:25]=2)=[CH:23][CH:22]=[C:21]([O:26][CH3:27])[CH:20]=3)[C:6](=[O:30])[CH:5]=1)C. (5) The reactants are: [CH:1]([O:4][C:5]1[CH:24]=[CH:23][C:8]([O:9][C:10]2[S:11][C:12]([C:15]3[S:19][C:18]([C:20](=[O:22])[CH3:21])=[CH:17][CH:16]=3)=[CH:13][N:14]=2)=[CH:7][CH:6]=1)([CH3:3])[CH3:2].CO.[BH4-].[Na+]. Given the product [CH:1]([O:4][C:5]1[CH:24]=[CH:23][C:8]([O:9][C:10]2[S:11][C:12]([C:15]3[S:19][C:18]([CH:20]([OH:22])[CH3:21])=[CH:17][CH:16]=3)=[CH:13][N:14]=2)=[CH:7][CH:6]=1)([CH3:2])[CH3:3], predict the reactants needed to synthesize it. (6) Given the product [C:18]([O:17][C:15]([CH:9]1[CH2:8][CH2:7][C:6]2[CH:22]=[C:2]([N:25]3[CH2:30][CH2:29][NH:28][CH2:27][CH2:26]3)[C:3]([O:23][CH3:24])=[CH:4][C:5]=2[N:11]([CH2:12][CH3:13])[C:10]1=[O:14])=[O:16])([CH3:21])([CH3:20])[CH3:19], predict the reactants needed to synthesize it. The reactants are: Br[C:2]1[C:3]([O:23][CH3:24])=[CH:4][C:5]2[N:11]([CH2:12][CH3:13])[C:10](=[O:14])[CH:9]([C:15]([O:17][C:18]([CH3:21])([CH3:20])[CH3:19])=[O:16])[CH2:8][CH2:7][C:6]=2[CH:22]=1.[NH:25]1[CH2:30][CH2:29][NH:28][CH2:27][CH2:26]1.C1C=CC(P(C2C(C3C(P(C4C=CC=CC=4)C4C=CC=CC=4)=CC=C4C=3C=CC=C4)=C3C(C=CC=C3)=CC=2)C2C=CC=CC=2)=CC=1.CC(C)([O-])C.[Na+]. (7) Given the product [C:1]1([NH:7][CH2:8][C:9]2[CH:14]=[CH:13][N:12]=[C:11]3[NH:15][C:16]([C:18]4[C:26]5[C:21](=[CH:22][C:23]([O:29][CH3:30])=[C:24]([O:27][CH3:28])[CH:25]=5)[N:20]([CH3:31])[CH:19]=4)=[CH:17][C:10]=23)[CH:2]=[CH:3][CH:4]=[CH:5][CH:6]=1, predict the reactants needed to synthesize it. The reactants are: [C:1]1([NH:7][CH2:8][C:9]2[CH:14]=[CH:13][N:12]=[C:11]3[N:15](S(C4C=CC(C)=CC=4)(=O)=O)[C:16]([C:18]4[C:26]5[C:21](=[CH:22][C:23]([O:29][CH3:30])=[C:24]([O:27][CH3:28])[CH:25]=5)[N:20]([CH3:31])[CH:19]=4)=[CH:17][C:10]=23)[CH:6]=[CH:5][CH:4]=[CH:3][CH:2]=1.[OH-].[K+].